Dataset: Full USPTO retrosynthesis dataset with 1.9M reactions from patents (1976-2016). Task: Predict the reactants needed to synthesize the given product. (1) Given the product [CH3:1][O:2][C:3](=[O:17])[C:4]1[CH:5]=[CH:6][C:7]([C:10]2[O:11][C:12]([CH:15]=[C:30]3[S:29][C:28](=[S:33])[N:27]([CH2:26][CH2:25][CH2:24][N:18]4[CH2:19][CH2:20][O:21][CH2:22][CH2:23]4)[C:31]3=[O:32])=[CH:13][CH:14]=2)=[CH:8][CH:9]=1, predict the reactants needed to synthesize it. The reactants are: [CH3:1][O:2][C:3](=[O:17])[C:4]1[CH:9]=[CH:8][C:7]([C:10]2[O:11][C:12]([CH:15]=O)=[CH:13][CH:14]=2)=[CH:6][CH:5]=1.[N:18]1([CH2:24][CH2:25][CH2:26][N:27]2[C:31](=[O:32])[CH2:30][S:29][C:28]2=[S:33])[CH2:23][CH2:22][O:21][CH2:20][CH2:19]1. (2) The reactants are: Cl[C:2]1[N:3]=[C:4]([OH:12])[C:5]2[CH:11]=[CH:10][N:9]=[CH:8][C:6]=2[N:7]=1.[CH3:13][N:14]([C:22]1[CH:27]=[CH:26][CH:25]=[CH:24][N:23]=1)[C:15]1[CH:20]=[CH:19][C:18]([OH:21])=[CH:17][CH:16]=1.C([O-])([O-])=O.[Cs+].[Cs+]. Given the product [CH3:13][N:14]([C:22]1[CH:27]=[CH:26][CH:25]=[CH:24][N:23]=1)[C:15]1[CH:16]=[CH:17][C:18]([O:21][C:2]2[N:3]=[C:4]([OH:12])[C:5]3[CH:11]=[CH:10][N:9]=[CH:8][C:6]=3[N:7]=2)=[CH:19][CH:20]=1, predict the reactants needed to synthesize it.